Dataset: Reaction yield outcomes from USPTO patents with 853,638 reactions. Task: Predict the reaction yield, written as a fraction of the theoretical maximum amount of product (1.0 means a 100% yield; for example, 0.34 means a 34% yield). (1) The catalyst is CC(=O)CC. The yield is 0.840. The product is [CH3:14][C:10]1([CH2:9][O:30][CH2:27][CH2:18][CH2:17][CH2:16][CH2:26][CH2:25][O:15][C:16]2[CH:17]=[CH:18][C:19]([C:20]([OH:22])=[O:21])=[CH:25][CH:26]=2)[CH2:11][O:12][CH2:13]1. The reactants are BrCCCOCCC[CH2:9][C:10]1([CH3:14])[CH2:13][O:12][CH2:11]1.[OH:15][C:16]1[CH:26]=[CH:25][C:19]([C:20]([O:22]CC)=[O:21])=[CH:18][CH:17]=1.[C:27](=[O:30])([O-])[O-].[K+].[K+]. (2) The reactants are [C:9](O[C:9]([O:11][C:12]([CH3:15])([CH3:14])[CH3:13])=[O:10])([O:11][C:12]([CH3:15])([CH3:14])[CH3:13])=[O:10].Br.[OH:17][C:18]1[CH:23]=[CH:22][CH:21]=[CH:20][C:19]=1[CH2:24][CH2:25][NH:26][CH2:27][C:28]1[CH:37]=[CH:36][C:31]([C:32]([O:34][CH3:35])=[O:33])=[CH:30][CH:29]=1.C(N(CC)CC)C. The catalyst is C1COCC1.ClCCl. The product is [C:12]([O:11][C:9]([N:26]([CH2:27][C:28]1[CH:29]=[CH:30][C:31]([C:32]([O:34][CH3:35])=[O:33])=[CH:36][CH:37]=1)[CH2:25][CH2:24][C:19]1[CH:20]=[CH:21][CH:22]=[CH:23][C:18]=1[OH:17])=[O:10])([CH3:13])([CH3:14])[CH3:15]. The yield is 0.820. (3) The reactants are [OH:1][C:2]1[CH:9]=[CH:8][C:5]([CH:6]=[O:7])=[CH:4][CH:3]=1.Br[CH2:11][CH:12]1[CH2:17][CH2:16][CH2:15][CH2:14][CH2:13]1.C([O-])([O-])=O.[K+].[K+]. The catalyst is CC#N. The product is [CH:12]1([CH2:11][O:1][C:2]2[CH:9]=[CH:8][C:5]([CH:6]=[O:7])=[CH:4][CH:3]=2)[CH2:17][CH2:16][CH2:15][CH2:14][CH2:13]1. The yield is 0.820. (4) The yield is 0.750. The product is [CH2:1]([O:3][C:4]1[CH:5]=[C:6]([C:13]2[O:17][N:16]=[C:15]([C:18]3[CH:26]=[CH:25][CH:24]=[C:23]4[C:19]=3[CH2:20][CH2:21][N:22]4[C:27]([NH:29][CH2:30][C:31]([OH:33])=[O:32])=[O:28])[N:14]=2)[CH:7]=[CH:8][C:9]=1[O:10][CH2:11][CH3:12])[CH3:2]. The reactants are [CH2:1]([O:3][C:4]1[CH:5]=[C:6]([C:13]2[O:17][N:16]=[C:15]([C:18]3[CH:26]=[CH:25][CH:24]=[C:23]4[C:19]=3[CH2:20][CH2:21][N:22]4[C:27]([NH:29][CH2:30][C:31]([O:33]CC)=[O:32])=[O:28])[N:14]=2)[CH:7]=[CH:8][C:9]=1[O:10][CH2:11][CH3:12])[CH3:2].C(C1C=CC(NC(=O)NCCC(OCC)=O)=CC=1)CCCCCCC. No catalyst specified. (5) The reactants are [CH:1]1[C:10]2[C:5](=[CH:6][CH:7]=[CH:8][CH:9]=2)[CH:4]=[CH:3][N:2]=1.[Br:11]NC(=O)CCC(N)=O.[OH-].[NH4+]. The catalyst is S(=O)(=O)(O)O. The product is [Br:11][C:6]1[CH:7]=[CH:8][CH:9]=[C:10]2[C:5]=1[CH:4]=[CH:3][N:2]=[CH:1]2. The yield is 0.810. (6) The reactants are [C:1]([OH:12])(=O)[C:2]1[CH:10]=[C:8]([OH:9])[C:6]([OH:7])=[C:4]([OH:5])[CH:3]=1.Cl.[N+:14]([C:17]1(OCC)[CH:22]=[CH:21][C:20](N)=[CH:19][CH2:18]1)([O-:16])=[O:15].Cl.C[N:29](C)[CH2:30][CH2:31]CN=C=NCC.C(N(CC)CC)C. The catalyst is ClCCl.O.CN(C=O)C. The product is [OH:9][C:8]1[CH:10]=[C:2]([CH:3]=[C:4]([OH:5])[C:6]=1[OH:7])[C:1]([NH:29][CH2:30][CH2:31][C:20]1[CH:19]=[CH:18][C:17]([N+:14]([O-:16])=[O:15])=[CH:22][CH:21]=1)=[O:12]. The yield is 0.420. (7) The reactants are [CH3:1][O:2][C:3]1[CH:4]=[C:5]([S:25]([C:28]2[CH:38]=[CH:37][C:31]([O:32][CH2:33][C:34]([OH:36])=[O:35])=[CH:30][CH:29]=2)(=[O:27])=[O:26])[C:6]2[NH:10][C:9]([S:11]([CH2:13][C:14]3[C:19]([CH3:20])=[C:18]([O:21][CH3:22])[C:17]([CH3:23])=[CH:16][N:15]=3)=[O:12])=[N:8][C:7]=2[CH:24]=1.C(=O)(O)[O-].[Na+:43]. The catalyst is C(COC)OC.O. The product is [Na+:43].[CH3:1][O:2][C:3]1[CH:4]=[C:5]([S:25]([C:28]2[CH:38]=[CH:37][C:31]([O:32][CH2:33][C:34]([O-:36])=[O:35])=[CH:30][CH:29]=2)(=[O:26])=[O:27])[C:6]2[NH:10][C:9]([S:11]([CH2:13][C:14]3[C:19]([CH3:20])=[C:18]([O:21][CH3:22])[C:17]([CH3:23])=[CH:16][N:15]=3)=[O:12])=[N:8][C:7]=2[CH:24]=1. The yield is 0.880.